From a dataset of NCI-60 drug combinations with 297,098 pairs across 59 cell lines. Regression. Given two drug SMILES strings and cell line genomic features, predict the synergy score measuring deviation from expected non-interaction effect. (1) Drug 1: C1=CC(=CC=C1CCCC(=O)O)N(CCCl)CCCl. Drug 2: CCC1(CC2CC(C3=C(CCN(C2)C1)C4=CC=CC=C4N3)(C5=C(C=C6C(=C5)C78CCN9C7C(C=CC9)(C(C(C8N6C)(C(=O)OC)O)OC(=O)C)CC)OC)C(=O)OC)O.OS(=O)(=O)O. Cell line: NCI-H460. Synergy scores: CSS=34.2, Synergy_ZIP=-1.64, Synergy_Bliss=0.906, Synergy_Loewe=-12.8, Synergy_HSA=2.00. (2) Drug 1: CN1CCC(CC1)COC2=C(C=C3C(=C2)N=CN=C3NC4=C(C=C(C=C4)Br)F)OC. Drug 2: CCCS(=O)(=O)NC1=C(C(=C(C=C1)F)C(=O)C2=CNC3=C2C=C(C=N3)C4=CC=C(C=C4)Cl)F. Cell line: MDA-MB-435. Synergy scores: CSS=28.2, Synergy_ZIP=1.58, Synergy_Bliss=2.03, Synergy_Loewe=-13.1, Synergy_HSA=-0.283. (3) Drug 1: C1=C(C(=O)NC(=O)N1)N(CCCl)CCCl. Drug 2: C(CCl)NC(=O)N(CCCl)N=O. Cell line: SF-268. Synergy scores: CSS=30.5, Synergy_ZIP=-0.0555, Synergy_Bliss=2.65, Synergy_Loewe=-6.49, Synergy_HSA=2.58.